From a dataset of Forward reaction prediction with 1.9M reactions from USPTO patents (1976-2016). Predict the product of the given reaction. (1) The product is: [Br:1][C:2]1[CH:28]=[CH:27][C:5]2[N:6]=[C:7]([NH:9][C:10]3[CH:15]=[C:14]([CH2:16][OH:17])[N:13]=[C:12]([NH:19][C@H:20]4[CH2:21][CH2:22][C@H:23]([OH:26])[CH2:24][CH2:25]4)[N:11]=3)[S:8][C:4]=2[CH:3]=1. Given the reactants [Br:1][C:2]1[CH:28]=[CH:27][C:5]2[N:6]=[C:7]([NH:9][C:10]3[CH:15]=[C:14]([CH2:16][O:17]C)[N:13]=[C:12]([NH:19][C@H:20]4[CH2:25][CH2:24][C@H:23]([OH:26])[CH2:22][CH2:21]4)[N:11]=3)[S:8][C:4]=2[CH:3]=1.B(Br)(Br)Br.O, predict the reaction product. (2) Given the reactants Cl[C:2]1[S:3][C:4]([C:8]([O:10][CH3:11])=[O:9])=[C:5]([Cl:7])[N:6]=1.[CH3:12][O:13][C:14]1[CH:19]=[CH:18][C:17](B(O)O)=[CH:16][CH:15]=1.COCCOC.C([O-])([O-])=O.[Na+].[Na+], predict the reaction product. The product is: [Cl:7][C:5]1[N:6]=[C:2]([C:17]2[CH:18]=[CH:19][C:14]([O:13][CH3:12])=[CH:15][CH:16]=2)[S:3][C:4]=1[C:8]([O:10][CH3:11])=[O:9]. (3) Given the reactants [O:1]1[CH2:5][CH2:4][CH:3]([CH2:6][OH:7])[CH2:2]1.[OH-].[K+].[C:10]([O:14][C:15](=[O:45])[NH:16][CH2:17][C@H:18]1[CH2:23][CH2:22][C@H:21]([CH2:24][NH:25][C:26]([C:28]2[C:37]3[C:32](=[CH:33][CH:34]=[CH:35][CH:36]=3)[N:31]=[C:30]([C:38]3[CH:39]=[N:40][C:41](F)=[CH:42][CH:43]=3)[CH:29]=2)=[O:27])[CH2:20][CH2:19]1)([CH3:13])([CH3:12])[CH3:11], predict the reaction product. The product is: [O:1]1[CH2:5][CH2:4][CH:3]([CH2:6][O:7][C:41]2[N:40]=[CH:39][C:38]([C:30]3[CH:29]=[C:28]([C:26]([NH:25][CH2:24][C@H:21]4[CH2:20][CH2:19][C@H:18]([CH2:17][NH:16][C:15](=[O:45])[O:14][C:10]([CH3:12])([CH3:11])[CH3:13])[CH2:23][CH2:22]4)=[O:27])[C:37]4[C:32](=[CH:33][CH:34]=[CH:35][CH:36]=4)[N:31]=3)=[CH:43][CH:42]=2)[CH2:2]1. (4) Given the reactants [F:1][C:2]([F:10])([F:9])[C:3]1([C:6](O)=[O:7])[CH2:5][CH2:4]1.Cl.Cl.[NH2:13][CH2:14][C:15]1[CH:16]=[CH:17][C:18]([Cl:29])=[C:19]([CH:28]=1)[C:20]([NH:22][C:23]1[NH:24][CH:25]=[CH:26][N:27]=1)=[O:21].CCN(C(C)C)C(C)C.C1C=CC2N(O)N=NC=2C=1.CCN=C=NCCCN(C)C, predict the reaction product. The product is: [Cl:29][C:18]1[CH:17]=[CH:16][C:15]([CH2:14][NH:13][C:6]([C:3]2([C:2]([F:10])([F:9])[F:1])[CH2:5][CH2:4]2)=[O:7])=[CH:28][C:19]=1[C:20]([NH:22][C:23]1[NH:27][CH:26]=[CH:25][N:24]=1)=[O:21]. (5) The product is: [CH2:13]([CH:9]([CH2:1][CH2:2][CH2:3][CH2:4][CH2:5][CH2:6][CH2:7][CH3:8])[C:10]([O:12][CH2:31][Cl:32])=[O:11])[CH2:14][CH2:15][CH2:16][CH2:17][CH2:18][CH2:19][CH3:20]. Given the reactants [CH2:1]([CH:9]([CH2:13][CH2:14][CH2:15][CH2:16][CH2:17][CH2:18][CH2:19][CH3:20])[C:10]([OH:12])=[O:11])[CH2:2][CH2:3][CH2:4][CH2:5][CH2:6][CH2:7][CH3:8].C([O-])([O-])=O.[Na+].[Na+].S(Cl)(O[CH2:31][Cl:32])(=O)=O, predict the reaction product.